Task: Binary Classification. Given a drug SMILES string, predict its activity (active/inactive) in a high-throughput screening assay against a specified biological target.. Dataset: M1 muscarinic receptor agonist screen with 61,833 compounds (1) The compound is s\1c2c(n(CC(O)COc3ccccc3)c1=N/C)cccc2. The result is 0 (inactive). (2) The compound is S(=O)(=O)(N1CCOCC1)c1ccc(NC(=O)CCCOc2ccccc2)cc1. The result is 0 (inactive). (3) The compound is o1c2c(c(c1C)C(OC)=O)cc(OCc1c(oc(c1)C(OC)=O)C)cc2. The result is 0 (inactive). (4) The drug is O1C(CCC1)C(=O)Nc1c(CC)cccc1C. The result is 0 (inactive). (5) The molecule is O=C(N1CCc2c1cccc2)C1CN(C(=O)C1)c1ccc(cc1)C. The result is 0 (inactive). (6) The molecule is Clc1c(c2nc(on2)C2CCN(CC2)C(=O)c2occc2)cccc1. The result is 0 (inactive).